Dataset: Forward reaction prediction with 1.9M reactions from USPTO patents (1976-2016). Task: Predict the product of the given reaction. (1) Given the reactants [CH3:1][O:2][C:3]1[CH:21]=[CH:20][C:19]([O:22][CH3:23])=[CH:18][C:4]=1[C:5]([C:7]1[CH:15]=[CH:14][C:13]([O:16][CH3:17])=[CH:12][C:8]=1[C:9](O)=[O:10])=O.O.[NH2:25][NH2:26], predict the reaction product. The product is: [CH3:1][O:2][C:3]1[CH:21]=[CH:20][C:19]([O:22][CH3:23])=[CH:18][C:4]=1[C:5]1[C:7]2[C:8](=[CH:12][C:13]([O:16][CH3:17])=[CH:14][CH:15]=2)[C:9](=[O:10])[NH:26][N:25]=1. (2) Given the reactants [C:1]1([OH:11])[C:10]2[C:5](=[CH:6][CH:7]=[CH:8][CH:9]=2)[CH:4]=[CH:3][CH:2]=1.C([O-])([O-])=O.[K+].[K+].Br[CH:19]([CH:25]1[CH2:27][CH2:26]1)[C:20]([O:22][CH2:23][CH3:24])=[O:21], predict the reaction product. The product is: [CH:25]1([CH:19]([O:11][C:1]2[C:10]3[C:5](=[CH:6][CH:7]=[CH:8][CH:9]=3)[CH:4]=[CH:3][CH:2]=2)[C:20]([O:22][CH2:23][CH3:24])=[O:21])[CH2:27][CH2:26]1. (3) Given the reactants [Br:1]N1C(=O)CCC1=O.[Cl:9][C:10]1[CH:11]=[C:12]([NH:16][C:17]2[S:18][CH:19]=[CH:20][N:21]=2)[CH:13]=[CH:14][CH:15]=1, predict the reaction product. The product is: [Br:1][C:19]1[S:18][C:17]([NH:16][C:12]2[CH:13]=[CH:14][CH:15]=[C:10]([Cl:9])[CH:11]=2)=[N:21][CH:20]=1.